This data is from Full USPTO retrosynthesis dataset with 1.9M reactions from patents (1976-2016). The task is: Predict the reactants needed to synthesize the given product. (1) The reactants are: Cl.[CH3:2][C:3]1[S:12][C:11]2[NH:10][C:9]3[CH:13]=[CH:14][CH:15]=[CH:16][C:8]=3[N:7]=[C:6]([NH2:17])[C:5]=2[N:4]=1.[CH3:18][O:19][CH2:20][CH2:21][C@H:22]1[CH2:27]N[CH2:25][CH2:24][NH:23]1. Given the product [CH3:18][O:19][CH2:20][CH2:21][C@@H:22]1[NH:23][CH2:24][CH2:25][N:17]([C:6]2[C:5]3[N:4]=[C:3]([CH3:2])[S:12][C:11]=3[NH:10][C:9]3[CH:13]=[CH:14][CH:15]=[CH:16][C:8]=3[N:7]=2)[CH2:27]1, predict the reactants needed to synthesize it. (2) The reactants are: ClC1C(O[C@@H]2CCCN(CC3C=CC(F)=CC=3Cl)C2)=CC(F)=C(C=1)C(OC)=O.[CH:29]1([C:32]2[C:33]([O:43][C@@H:44]3[CH2:49][CH2:48][CH2:47][N:46]([C:50]4[CH:55]=[CH:54][CH:53]=[CH:52][CH:51]=4)[CH2:45]3)=[CH:34][C:35]([F:42])=[C:36]([CH:41]=2)[C:37]([O:39]C)=[O:38])[CH2:31][CH2:30]1. Given the product [CH:29]1([C:32]2[C:33]([O:43][C@@H:44]3[CH2:49][CH2:48][CH2:47][N:46]([C:50]4[CH:51]=[CH:52][CH:53]=[CH:54][CH:55]=4)[CH2:45]3)=[CH:34][C:35]([F:42])=[C:36]([CH:41]=2)[C:37]([OH:39])=[O:38])[CH2:31][CH2:30]1, predict the reactants needed to synthesize it. (3) The reactants are: [CH3:1][O:2][CH2:3][O:4][C@H:5]([CH:21]=[CH2:22])[CH2:6][CH2:7][C:8]([O:10][C@@H:11]([CH2:13][C@H:14]([O:17][CH2:18][O:19][CH3:20])C=C)[CH3:12])=[O:9]. Given the product [CH3:1][O:2][CH2:3][O:4][C@H:5]1[CH2:6][CH2:7][C:8](=[O:9])[O:10][C@H:11]([CH3:12])[CH2:13][C@H:14]([O:17][CH2:18][O:19][CH3:20])[CH:22]=[CH:21]1, predict the reactants needed to synthesize it. (4) Given the product [Cl:1][C:2]1[CH:9]=[CH:8][C:5]([C:6]#[N:7])=[C:4]([C:10]2[C:15]([O:16][CH2:17][C:18]([F:19])([F:20])[F:21])=[CH:14][NH:13][C:12](=[O:22])[CH:11]=2)[CH:3]=1, predict the reactants needed to synthesize it. The reactants are: [Cl:1][C:2]1[CH:9]=[CH:8][C:5]([C:6]#[N:7])=[C:4]([C:10]2[C:15]([O:16][CH2:17][C:18]([F:21])([F:20])[F:19])=[CH:14][N:13]=[C:12]([O:22]C)[CH:11]=2)[CH:3]=1.Br.[NH+]1C=CC=CC=1. (5) Given the product [Br:27][C:24]1[CH:23]=[CH:22][C:21]([N:19]2[CH:20]=[C:16]([CH2:15][NH:14][C:12](=[O:13])[C@@H:11]([NH:10][C:9]([C@H:8]3[O:7][C@@H:6]3[C:4]([OH:5])=[O:3])=[O:34])[CH2:28][C:29]3[N:30]=[CH:31][S:32][CH:33]=3)[N:17]=[N:18]2)=[CH:26][CH:25]=1, predict the reactants needed to synthesize it. The reactants are: C([O:3][C:4]([C@@H:6]1[C@@H:8]([C:9](=[O:34])[NH:10][C@@H:11]([CH2:28][C:29]2[N:30]=[CH:31][S:32][CH:33]=2)[C:12]([NH:14][CH2:15][C:16]2[N:17]=[N:18][N:19]([C:21]3[CH:26]=[CH:25][C:24]([Br:27])=[CH:23][CH:22]=3)[CH:20]=2)=[O:13])[O:7]1)=[O:5])C.[Li+].[OH-]. (6) Given the product [CH2:28]([N:35]1[CH2:40][CH2:39][N:38]([CH2:20][CH2:19][CH2:18][CH2:17][N:14]2[C:12]3[N:13]=[C:8]([C:4]4[CH:3]=[C:2]([OH:1])[CH:7]=[CH:6][CH:5]=4)[N:9]=[C:10]([N:22]4[CH2:23][CH2:24][O:25][CH2:26][CH2:27]4)[C:11]=3[N:16]=[N:15]2)[CH2:37][CH2:36]1)[C:29]1[CH:30]=[CH:31][CH:32]=[CH:33][CH:34]=1, predict the reactants needed to synthesize it. The reactants are: [OH:1][C:2]1[CH:3]=[C:4]([C:8]2[N:9]=[C:10]([N:22]3[CH2:27][CH2:26][O:25][CH2:24][CH2:23]3)[C:11]3[N:16]=[N:15][N:14]([CH2:17][CH2:18][CH2:19][CH:20]=O)[C:12]=3[N:13]=2)[CH:5]=[CH:6][CH:7]=1.[CH2:28]([N:35]1[CH2:40][CH2:39][NH:38][CH2:37][CH2:36]1)[C:29]1[CH:34]=[CH:33][CH:32]=[CH:31][CH:30]=1.[BH3-]C#N.[Na+]. (7) Given the product [Cl:1][C:2]1[CH:7]=[CH:6][C:5]([C:8]2[CH:12]=[CH:11][N:10]([C:20]3[S:24][N:23]=[C:22]([CH:25]([CH3:27])[CH3:26])[N:21]=3)[N:9]=2)=[CH:4][C:3]=1[CH2:13][NH:14][C:15](=[O:18])[O:16][CH3:17], predict the reactants needed to synthesize it. The reactants are: [Cl:1][C:2]1[CH:7]=[CH:6][C:5]([C:8]2[CH:12]=[CH:11][NH:10][N:9]=2)=[CH:4][C:3]=1[CH2:13][NH:14][C:15](=[O:18])[O:16][CH3:17].Cl[C:20]1[S:24][N:23]=[C:22]([CH:25]([CH3:27])[CH3:26])[N:21]=1.C(=O)([O-])[O-].[K+].[K+].O.